From a dataset of Forward reaction prediction with 1.9M reactions from USPTO patents (1976-2016). Predict the product of the given reaction. (1) The product is: [CH:1]([C:4]1[CH:12]=[CH:11][C:7]([C:8]([Cl:21])=[O:9])=[CH:6][CH:5]=1)([CH3:3])[CH3:2]. Given the reactants [CH:1]([C:4]1[CH:12]=[CH:11][C:7]([C:8](O)=[O:9])=[CH:6][CH:5]=1)([CH3:3])[CH3:2].N1C=CC=CC=1.S(Cl)([Cl:21])=O, predict the reaction product. (2) The product is: [Cl:5][C:6]1[CH:11]=[C:10]([F:12])[CH:9]=[CH:8][C:7]=1[O:4][CH2:3][CH2:2][F:1]. Given the reactants [F:1][CH2:2][CH2:3][OH:4].[Cl:5][C:6]1[CH:11]=[C:10]([F:12])[CH:9]=[CH:8][C:7]=1O.C(N(CC)C(C)C)(C)C.O(S(C(F)(F)F)(=O)=O)S(C(F)(F)F)(=O)=O.C1(O)C=CC=CC=1, predict the reaction product. (3) Given the reactants [C:1]1([NH:7][C:8]([NH2:10])=[S:9])[CH:6]=[CH:5][CH:4]=[CH:3][CH:2]=1.Br[CH2:12][C:13]([C:15]1[CH:24]=[CH:23][C:22]2[NH:21][C:20](=[O:25])[C:19]3[NH:26][CH:27]=[CH:28][C:18]=3[C:17]=2[CH:16]=1)=O.[CH2:29]([C:31]([O-:33])=[O:32])[CH3:30].C(N(CC)CC)C, predict the reaction product. The product is: [O:25]=[C:20]1[C:19]2[NH:26][CH:27]=[CH:28][C:18]=2[C:17]2[CH:16]=[C:15]([C:13]3[N:10]=[C:8]([NH:7][C:1]4[CH:6]=[CH:5][CH:4]=[CH:3][CH:2]=4)[S:9][CH:12]=3)[CH:24]=[CH:23][C:22]=2[NH:21]1.[CH2:29]([C:31]([O-:33])=[O:32])[CH3:30]. (4) Given the reactants [F:1][C:2]1[CH:7]=[CH:6][C:5]([NH:8][C:9]([C:11]2([C:14]([OH:16])=O)[CH2:13][CH2:12]2)=[O:10])=[CH:4][CH:3]=1.C(N(CC)CC)C.F[P-](F)(F)(F)(F)F.N1(O[P+](N(C)C)(N(C)C)N(C)C)C2C=CC=CC=2N=N1.Cl.[NH2:52][C:53]1[CH:58]=[CH:57][C:56]([OH:59])=[CH:55][C:54]=1[F:60], predict the reaction product. The product is: [F:1][C:2]1[CH:3]=[CH:4][C:5]([NH:8][C:9]([C:11]2([C:14]([NH:52][C:53]3[CH:58]=[CH:57][C:56]([OH:59])=[CH:55][C:54]=3[F:60])=[O:16])[CH2:12][CH2:13]2)=[O:10])=[CH:6][CH:7]=1.